Dataset: Catalyst prediction with 721,799 reactions and 888 catalyst types from USPTO. Task: Predict which catalyst facilitates the given reaction. Reactant: [OH:1][C:2]1([C:12]#[C:13][C:14]2[CH:22]=[CH:21][CH:20]=[CH:19][C:15]=2[C:16](O)=[O:17])[C:7]([CH3:9])([CH3:8])[CH:6]2[CH2:10][C:3]1([CH3:11])[CH2:4][CH2:5]2.ON1C2C=CC=CC=2N=N1.Cl.C(N=C=NCCCN(C)C)C.[NH2:45][C@H:46]([C:48]([O:50][CH3:51])=[O:49])[CH3:47].C(N(CC)CC)C. Product: [OH:1][C:2]1([C:12]#[C:13][C:14]2[CH:22]=[CH:21][CH:20]=[CH:19][C:15]=2[C:16]([NH:45][C@H:46]([C:48]([O:50][CH3:51])=[O:49])[CH3:47])=[O:17])[C:3]([CH3:11])([CH3:10])[CH:4]2[CH2:8][C:7]1([CH3:9])[CH2:6][CH2:5]2. The catalyst class is: 46.